Predict the product of the given reaction. From a dataset of Forward reaction prediction with 1.9M reactions from USPTO patents (1976-2016). The product is: [CH3:30][N:29]([CH3:32])[C:28]1[CH:27]=[CH:9][C:4]([NH:5][C:6]([C:7]2[CH:13]=[CH:12][NH:11][N:8]=2)=[O:14])=[CH:3][CH:2]=1. Given the reactants N1[N:5]2[C:6](=[O:14])[C:7]3[N:8]([N:11]=[CH:12][CH:13]=3)[C:9](=O)[C:4]2=[CH:3][CH:2]=1.Cl.Cl.CN(NC1C=CC=CC=1)C.[CH3:27][CH2:28][N:29]([CH2:32]C)[CH2:30]C, predict the reaction product.